This data is from HIV replication inhibition screening data with 41,000+ compounds from the AIDS Antiviral Screen. The task is: Binary Classification. Given a drug SMILES string, predict its activity (active/inactive) in a high-throughput screening assay against a specified biological target. (1) The drug is C=C(C)CC1=C(C(=S)NCCO[Si](C)(C)C(C)(C)C)C(OCC)(OCC)C1=O. The result is 0 (inactive). (2) The result is 0 (inactive). The molecule is CC(=O)OC12c3ccccc3C(c3ccccc31)C1C(=O)N(N=C(C)C)C(=O)C12. (3) The compound is O=c1c(O)c(-c2ccc(O)cc2)oc2cc(O)cc(O)c12. The result is 0 (inactive). (4) The result is 0 (inactive). The compound is CCOP(=O)(OCC)C(Nc1ccc(F)cc1)c1cccc([N+](=O)[O-])c1.